Dataset: Forward reaction prediction with 1.9M reactions from USPTO patents (1976-2016). Task: Predict the product of the given reaction. Given the reactants [CH2:1]([C@@H:8]1[CH2:12][O:11][C:10](=[O:13])[NH:9]1)[C:2]1[CH:7]=[CH:6][CH:5]=[CH:4][CH:3]=1.C[Si]([N-][Si](C)(C)C)(C)C.[Li+].[Cl:24][C:25]1[CH:30]=[CH:29][C:28](/[CH:31]=[CH:32]/[C:33](Cl)=[O:34])=[CH:27][C:26]=1[F:36].C(=O)(O)[O-].[Na+], predict the reaction product. The product is: [CH2:1]([C@@H:8]1[CH2:12][O:11][C:10](=[O:13])[N:9]1[C:33](=[O:34])/[CH:32]=[CH:31]/[C:28]1[CH:29]=[CH:30][C:25]([Cl:24])=[C:26]([F:36])[CH:27]=1)[C:2]1[CH:3]=[CH:4][CH:5]=[CH:6][CH:7]=1.